From a dataset of Experimentally validated miRNA-target interactions with 360,000+ pairs, plus equal number of negative samples. Binary Classification. Given a miRNA mature sequence and a target amino acid sequence, predict their likelihood of interaction. (1) The miRNA is rno-miR-200c-3p with sequence UAAUACUGCCGGGUAAUGAUG. The protein sequence of the target gene is MADPESPWSQIGRKIKLEGLSDVASISTKLQNTLIQYHSIKEDEWRVAKKVKDVTVWRKPSEEFNGYLYKAQGVMDDVVNNVIDHIRPGPWRLDWDRLMTSLDVLEHFEENCCVMRYTTAGQLLNIISPREFVDFSYTVGYEEGLLSCGVSVEWSETRPEFVRGYNHPCGWFCVPLKDSPSQSLLTGYIQTDLRGMIPQSAVDTAMASTLANFYSDLRKGLRKA. Result: 0 (no interaction). (2) The miRNA is hsa-miR-6786-3p with sequence UGACGCCCCUUCUGAUUCUGCCU. The protein sequence of the target gene is MDRNPSPPPPTCGSEDEEDLGGGDRIGSTVYSKHWLFGVLSGLIQIVTPESGTSGSADEEEQADLAEEMENEICRVWDMSMDEDVALFLQEFKAPDIFMGVLAKSPCPRLREICVGILGNMACFREICESISKNEDHGQVLLQCLCDSDPPTLLETCRLLLTCLSQTEVASVWVRRIREHPSVYANVCFIMSSSTNVDLLVKVGEVVDKLFDLDEKLMLEWIRKGATRLPGQPHEDSEEQPVFSIVPCVLEAAKQVRSENLEGLDVYMRILQLLTTVDDGVQAIVQCPDTGNDTWRLLFD.... Result: 0 (no interaction). (3) The miRNA is hsa-miR-548n with sequence CAAAAGUAAUUGUGGAUUUUGU. The protein sequence of the target gene is MSEYIRVTEDENDEPIEIPSEDDGTVLLSTVTAQFPGACGLRYRNPVSQCMRGVRLVEGILHAPDAGWGNLVYVVNYPKDNKRKMDETDASSAVKVKRAVQKTSDLIVLGLPWKTTEQDLKEYFSTFGEVLMVQVKKDLKTGHSKGFGFVRFTEYETQVKVMSQRHMIDGRWCDCKLPNSKQSQDEPLRSRKVFVGRCTEDMTEDELREFFSQYGDVMDVFIPKPFRAFAFVTFADDQIAQSLCGEDLIIKGISVHISNAEPKHNSNRQLERSGRFGGNPGGFGNQGGFGNSRGGGAGLG.... Result: 1 (interaction).